From a dataset of Reaction yield outcomes from USPTO patents with 853,638 reactions. Predict the reaction yield, written as a fraction of the theoretical maximum amount of product (1.0 means a 100% yield; for example, 0.34 means a 34% yield). (1) The reactants are [OH:1][C@H:2]([C:36]1[CH:45]=[CH:44][C:43]([OH:46])=[C:42]2[C:37]=1[CH:38]=[CH:39][C:40](=[O:47])[NH:41]2)[CH2:3][NH:4][CH2:5][CH2:6][CH2:7][CH2:8][CH2:9][CH2:10][CH2:11][CH2:12][CH2:13][N:14]1[CH2:19][CH2:18][CH:17]([O:20][C:21](=[O:35])[NH:22][C:23]2[CH:28]=[CH:27][CH:26]=[CH:25][C:24]=2[C:29]2[CH:34]=[CH:33][CH:32]=[CH:31][CH:30]=2)[CH2:16][CH2:15]1.[C:48]1([S:62]([OH:65])(=[O:64])=[O:63])[C:57]2[CH:56]=[CH:55][CH:54]=[C:53]([S:58]([OH:61])(=[O:60])=[O:59])[C:52]=2[CH:51]=[CH:50][CH:49]=1. The catalyst is CO. The product is [C:48]1([S:62]([OH:65])(=[O:64])=[O:63])[C:57]2[CH:56]=[CH:55][CH:54]=[C:53]([S:58]([OH:61])(=[O:60])=[O:59])[C:52]=2[CH:51]=[CH:50][CH:49]=1.[OH:1][C@H:2]([C:36]1[CH:45]=[CH:44][C:43]([OH:46])=[C:42]2[C:37]=1[CH:38]=[CH:39][C:40](=[O:47])[NH:41]2)[CH2:3][NH:4][CH2:5][CH2:6][CH2:7][CH2:8][CH2:9][CH2:10][CH2:11][CH2:12][CH2:13][N:14]1[CH2:15][CH2:16][CH:17]([O:20][C:21](=[O:35])[NH:22][C:23]2[CH:28]=[CH:27][CH:26]=[CH:25][C:24]=2[C:29]2[CH:30]=[CH:31][CH:32]=[CH:33][CH:34]=2)[CH2:18][CH2:19]1. The yield is 0.800. (2) The catalyst is O. The product is [CH3:16][N:17]1[CH2:22][CH2:21][N:20]([CH2:2][CH2:3][CH2:4][O:5][C:6]2[CH:12]=[CH:11][C:9]([NH2:10])=[C:8]([N+:13]([O-:15])=[O:14])[CH:7]=2)[CH2:19][CH2:18]1. The yield is 0.600. The reactants are Br[CH2:2][CH2:3][CH2:4][O:5][C:6]1[CH:12]=[CH:11][C:9]([NH2:10])=[C:8]([N+:13]([O-:15])=[O:14])[CH:7]=1.[CH3:16][N:17]1[CH2:22][CH2:21][NH:20][CH2:19][CH2:18]1. (3) The reactants are [H-].[Na+].[Si:3]([O:20][CH2:21][CH2:22][O:23][CH2:24][C@H:25]([OH:36])[C:26]([NH:28][C:29]1[CH:34]=[CH:33][C:32]([Cl:35])=[CH:31][N:30]=1)=[O:27])([C:16]([CH3:19])([CH3:18])[CH3:17])([C:10]1[CH:15]=[CH:14][CH:13]=[CH:12][CH:11]=1)[C:4]1[CH:9]=[CH:8][CH:7]=[CH:6][CH:5]=1.[Cl:37][C:38]1[C:39]([N:46]2[C:50]3=[N:51][CH:52]=[N:53][C:54](Cl)=[C:49]3[CH:48]=[N:47]2)=[C:40]([CH:43]=[CH:44][CH:45]=1)[C:41]#[N:42].C(O)(=O)CC(CC(O)=O)(C(O)=O)O. The catalyst is C1COCC1.O.CCOC(C)=O. The product is [Si:3]([O:20][CH2:21][CH2:22][O:23][CH2:24][C@H:25]([O:36][C:54]1[N:53]=[CH:52][N:51]=[C:50]2[N:46]([C:39]3[C:40]([C:41]#[N:42])=[CH:43][CH:44]=[CH:45][C:38]=3[Cl:37])[N:47]=[CH:48][C:49]=12)[C:26]([NH:28][C:29]1[CH:34]=[CH:33][C:32]([Cl:35])=[CH:31][N:30]=1)=[O:27])([C:16]([CH3:17])([CH3:18])[CH3:19])([C:10]1[CH:11]=[CH:12][CH:13]=[CH:14][CH:15]=1)[C:4]1[CH:5]=[CH:6][CH:7]=[CH:8][CH:9]=1. The yield is 0.572. (4) The reactants are [N+:1]([C:4]1[CH:12]=[C:11]2[C:7]([CH:8]=[C:9]([C:13]([OH:15])=O)[NH:10]2)=[CH:6][CH:5]=1)([O-:3])=[O:2].[F:16][C:17]1[CH:22]=[C:21]([F:23])[CH:20]=[CH:19][C:18]=1[C:24]1[CH:29]=[CH:28][CH:27]=[C:26]([NH2:30])[CH:25]=1.C(Cl)CCl.C1C=CC2N(O)N=NC=2C=1.CCN(C(C)C)C(C)C. The catalyst is CN(C=O)C. The product is [F:16][C:17]1[CH:22]=[C:21]([F:23])[CH:20]=[CH:19][C:18]=1[C:24]1[CH:29]=[CH:28][CH:27]=[C:26]([NH:30][C:13]([C:9]2[NH:10][C:11]3[C:7]([CH:8]=2)=[CH:6][CH:5]=[C:4]([N+:1]([O-:3])=[O:2])[CH:12]=3)=[O:15])[CH:25]=1. The yield is 0.580. (5) The yield is 0.540. The catalyst is O1CCCC1. The reactants are [H-].[Na+].[CH3:3]I.[OH:5][C:6]([CH:9]1[CH2:14][CH2:13][N:12]([C:15]([O:17][CH2:18][C:19]2[CH:24]=[CH:23][CH:22]=[CH:21][CH:20]=2)=[O:16])[CH2:11][CH2:10]1)([CH3:8])[CH3:7]. The product is [CH3:3][O:5][C:6]([CH:9]1[CH2:14][CH2:13][N:12]([C:15]([O:17][CH2:18][C:19]2[CH:24]=[CH:23][CH:22]=[CH:21][CH:20]=2)=[O:16])[CH2:11][CH2:10]1)([CH3:8])[CH3:7]. (6) The reactants are [NH2:1][C:2]1[CH:7]=[C:6]([O:8][C:9]2[CH:14]=[CH:13][C:12]([NH:15][C:16](=[O:28])[CH2:17][C:18]([NH:20][C:21]3[CH:26]=[CH:25][C:24]([F:27])=[CH:23][CH:22]=3)=[O:19])=[C:11]([CH3:29])[CH:10]=2)[CH:5]=[CH:4][N:3]=1.[CH3:30][N:31]([CH3:34])[CH:32]=[O:33].[CH2:35]([N:37]([CH2:40][CH3:41])[CH2:38][CH3:39])[CH3:36].Cl[C:43](OC1C=CC=CC=1)=O. The catalyst is O1CCCC1.C(O)C.C(OCC)C.C(OCC)(=O)C. The product is [F:27][C:24]1[CH:25]=[CH:26][C:21]([NH:20][C:18](=[O:19])[CH2:17][C:16]([NH:15][C:12]2[CH:13]=[CH:14][C:9]([O:8][C:6]3[CH:5]=[CH:4][N:3]=[C:2]([NH:1][C:32]([N:31]4[CH2:34][CH2:43][CH:35]([N:37]5[CH2:40][CH2:41][CH2:39][CH2:38]5)[CH2:36][CH2:30]4)=[O:33])[CH:7]=3)=[CH:10][C:11]=2[CH3:29])=[O:28])=[CH:22][CH:23]=1. The yield is 0.714. (7) The reactants are [NH2:1][C:2]1[N:7]=[CH:6][C:5]([CH:8]2[CH2:12][CH2:11][N:10]([C:13]([O:15][C:16]([CH3:19])([CH3:18])[CH3:17])=[O:14])[CH2:9]2)=[CH:4][CH:3]=1.Br[C:21]1[C:22](=[O:29])[N:23]([CH3:28])[N:24]=[C:25]([Cl:27])[CH:26]=1.C1(P(C2C=CC=CC=2)C2C3OC4C(=CC=CC=4P(C4C=CC=CC=4)C4C=CC=CC=4)C(C)(C)C=3C=CC=2)C=CC=CC=1.C(=O)([O-])[O-].[Cs+].[Cs+]. The catalyst is O1CCOCC1.C1C=CC(/C=C/C(/C=C/C2C=CC=CC=2)=O)=CC=1.C1C=CC(/C=C/C(/C=C/C2C=CC=CC=2)=O)=CC=1.C1C=CC(/C=C/C(/C=C/C2C=CC=CC=2)=O)=CC=1.[Pd].[Pd]. The product is [Cl:27][C:25]1[CH:26]=[C:21]([NH:1][C:2]2[N:7]=[CH:6][C:5]([CH:8]3[CH2:12][CH2:11][N:10]([C:13]([O:15][C:16]([CH3:19])([CH3:18])[CH3:17])=[O:14])[CH2:9]3)=[CH:4][CH:3]=2)[C:22](=[O:29])[N:23]([CH3:28])[N:24]=1. The yield is 0.500. (8) The reactants are [CH3:1][N:2]([CH3:36])[CH2:3][CH2:4][O:5][C:6]1[CH:11]=[CH:10][C:9]([NH:12][C:13](=[O:35])/[C:14](/[C:25]2[CH:30]=[CH:29][C:28]([O:31]COC)=[CH:27][CH:26]=2)=[C:15](/[C:19]2[CH:24]=[CH:23][CH:22]=[CH:21][CH:20]=2)\[CH:16]([CH3:18])[CH3:17])=[CH:8][CH:7]=1.Cl.C([O-])(O)=O.[Na+]. The catalyst is CO.O1CCOCC1.O. The product is [CH3:36][N:2]([CH3:1])[CH2:3][CH2:4][O:5][C:6]1[CH:7]=[CH:8][C:9]([NH:12][C:13](=[O:35])/[C:14](/[C:25]2[CH:30]=[CH:29][C:28]([OH:31])=[CH:27][CH:26]=2)=[C:15](/[C:19]2[CH:20]=[CH:21][CH:22]=[CH:23][CH:24]=2)\[CH:16]([CH3:18])[CH3:17])=[CH:10][CH:11]=1. The yield is 0.840.